This data is from Full USPTO retrosynthesis dataset with 1.9M reactions from patents (1976-2016). The task is: Predict the reactants needed to synthesize the given product. (1) Given the product [CH2:34]([O:33][C:31](=[O:32])[CH2:30][N:13]1[C:14]2[C:6]([CH:3]([CH2:4][CH3:5])[CH2:1][CH3:2])=[CH:7][CH:8]=[CH:9][C:10]=2[N:11]([C:16]([O:18][C:19]([CH3:20])([CH3:22])[CH3:21])=[O:17])[C:12]1=[O:15])[CH3:35], predict the reactants needed to synthesize it. The reactants are: [CH2:1]([CH:3]([C:6]1[C:14]2[NH:13][C:12](=[O:15])[N:11]([C:16]([O:18][C:19]([CH3:22])([CH3:21])[CH3:20])=[O:17])[C:10]=2[CH:9]=[CH:8][CH:7]=1)[CH2:4][CH3:5])[CH3:2].C(=O)([O-])[O-].[K+].[K+].Br[CH2:30][C:31]([O:33][CH2:34][CH3:35])=[O:32]. (2) Given the product [F:10][C:11]1[CH:16]=[CH:15][C:14]([C:17]2([CH2:30][O:31][CH:32]([C:34]3[CH:35]=[C:36]([C:51]([F:52])([F:53])[F:54])[CH:37]=[C:38]4[C:42]=3[NH:41][N:40]=[CH:39]4)[CH3:33])[CH2:18][CH2:19][N:20]([C:23]([O:25][C:26]([CH3:28])([CH3:27])[CH3:29])=[O:24])[CH2:21][CH2:22]2)=[CH:13][CH:12]=1, predict the reactants needed to synthesize it. The reactants are: N1(C([O-])=O)CCCCC1.[F:10][C:11]1[CH:16]=[CH:15][C:14]([C:17]2([CH2:30][O:31][CH:32]([C:34]3[C:42]4[C:38](=[CH:39][N:40](COCC[Si](C)(C)C)[N:41]=4)[CH:37]=[C:36]([C:51]([F:54])([F:53])[F:52])[CH:35]=3)[CH3:33])[CH2:22][CH2:21][N:20]([C:23]([O:25][C:26]([CH3:29])([CH3:28])[CH3:27])=[O:24])[CH2:19][CH2:18]2)=[CH:13][CH:12]=1.C(OC(OC(C)(C)C)=O)(OC(C)(C)C)=O.CCO. (3) Given the product [Cl:25][C:26]1[CH:27]=[C:28]([CH:38]=[CH:39][C:40]=1[Cl:41])[CH2:29][N:30]1[CH2:35][CH2:34][O:33][C@@H:32]([CH2:36][NH:37][C:13](=[O:15])[CH2:12][N:10]2[N:9]=[N:8][C:7]([C:1]3[CH:2]=[CH:3][CH:4]=[CH:5][CH:6]=3)=[N:11]2)[CH2:31]1, predict the reactants needed to synthesize it. The reactants are: [C:1]1([C:7]2[N:8]=[N:9][N:10]([CH2:12][C:13]([OH:15])=O)[N:11]=2)[CH:6]=[CH:5][CH:4]=[CH:3][CH:2]=1.C(N(CC)C(C)C)(C)C.[Cl:25][C:26]1[CH:27]=[C:28]([CH:38]=[CH:39][C:40]=1[Cl:41])[CH2:29][N:30]1[CH2:35][CH2:34][O:33][C@@H:32]([CH2:36][NH2:37])[CH2:31]1. (4) Given the product [CH:1]1([CH:7]([C:9]2[O:10][C:11]3[CH:18]=[CH:17][C:16]([O:19][CH:20]4[CH2:21][CH2:22][O:23][CH2:24][CH2:25]4)=[CH:15][C:12]=3[C:13]=2[CH3:14])[OH:8])[CH2:2][CH2:3][CH2:4][CH2:5][CH2:6]1, predict the reactants needed to synthesize it. The reactants are: [CH:1]1([C:7]([C:9]2[O:10][C:11]3[CH:18]=[CH:17][C:16]([O:19][CH:20]4[CH2:25][CH2:24][O:23][CH2:22][CH2:21]4)=[CH:15][C:12]=3[C:13]=2[CH3:14])=[O:8])[CH2:6][CH2:5][CH2:4][CH2:3][CH2:2]1.[BH4-].[Na+]. (5) Given the product [Cl:12][C:13]([F:17])=[C:14]([C:10]1[S:9][CH:8]=[C:7]([CH2:1][CH2:2][CH2:3][CH2:4][CH2:5][CH3:6])[CH:11]=1)[F:15], predict the reactants needed to synthesize it. The reactants are: [CH2:1]([C:7]1[CH:11]=[CH:10][S:9][CH:8]=1)[CH2:2][CH2:3][CH2:4][CH2:5][CH3:6].[Cl:12][C:13]([F:17])=[C:14](F)[F:15]. (6) Given the product [Cl:44][C:28]1[C:29]([NH:31][C:32]2[CH:37]=[CH:36][CH:35]=[CH:34][C:33]=2[S:38](=[O:40])(=[O:39])[N:41]([CH3:42])[CH3:43])=[N:30][C:25]([NH:1][C:2]2[CH:21]=[CH:20][C:5]3[N:6]([CH2:18][CH3:19])[C:7](=[O:17])[CH:8]([NH:11][C:12](=[O:16])[CH2:13][O:14][CH3:15])[CH2:9][CH2:10][C:4]=3[C:3]=2[O:22][CH3:23])=[N:26][CH:27]=1, predict the reactants needed to synthesize it. The reactants are: [NH2:1][C:2]1[CH:21]=[CH:20][C:5]2[N:6]([CH2:18][CH3:19])[C:7](=[O:17])[CH:8]([NH:11][C:12](=[O:16])[CH2:13][O:14][CH3:15])[CH2:9][CH2:10][C:4]=2[C:3]=1[O:22][CH3:23].Cl[C:25]1[N:30]=[C:29]([NH:31][C:32]2[CH:37]=[CH:36][CH:35]=[CH:34][C:33]=2[S:38]([N:41]([CH3:43])[CH3:42])(=[O:40])=[O:39])[C:28]([Cl:44])=[CH:27][N:26]=1. (7) Given the product [CH3:11][C:10]1[C:19]2[C:14](=[CH:15][CH:16]=[CH:17][CH:18]=2)[C:13](=[O:21])[NH:12][CH:9]=1, predict the reactants needed to synthesize it. The reactants are: C(N(CC)CC)C.[Cl-].[CH2:9]([NH:12][C:13](=[O:21])[C:14]1[CH:19]=[CH:18][CH:17]=[CH:16][C:15]=1I)[CH:10]=[CH2:11]. (8) Given the product [Cl:1][C:2]1[CH:3]=[C:4]2[C:9](=[CH:10][CH:11]=1)[O:8][C:7](=[O:12])[CH:6]=[C:5]2[NH:13][CH:14]1[CH2:19][CH2:18][N:17]([CH2:29][C:27]2[CH:26]=[CH:25][C:24]3[O:20][CH2:21][CH2:22][C:23]=3[CH:28]=2)[CH2:16][CH2:15]1, predict the reactants needed to synthesize it. The reactants are: [Cl:1][C:2]1[CH:3]=[C:4]2[C:9](=[CH:10][CH:11]=1)[O:8][C:7](=[O:12])[CH:6]=[C:5]2[NH:13][CH:14]1[CH2:19][CH2:18][NH:17][CH2:16][CH2:15]1.[O:20]1[C:24]2[CH:25]=[CH:26][C:27]([CH:29]=O)=[CH:28][C:23]=2[CH2:22][CH2:21]1. (9) Given the product [NH2:30][C:28]([C:16]1[C:15](=[O:31])[C@:14]2([OH:32])[C@@H:19]([CH2:20][C@H:21]3[C:12](=[C:13]2[OH:33])[C:11](=[O:34])[C:10]2[C:9]4[O:8][C:7]([S:35][CH2:55][C:54]([O:53][CH2:46][C:47]5[CH:52]=[CH:51][CH:50]=[CH:49][CH:48]=5)=[O:57])=[N:6][C:5]=4[CH:4]=[C:3]([N:2]([CH3:36])[CH3:1])[C:23]=2[CH2:22]3)[C@H:18]([N:24]([CH3:25])[CH3:26])[C:17]=1[OH:27])=[O:29], predict the reactants needed to synthesize it. The reactants are: [CH3:1][N:2]([CH3:36])[C:3]1[C:23]2[CH2:22][C@@H:21]3[C:12](=[C:13]([OH:33])[C@@:14]4([OH:32])[C@@H:19]([CH2:20]3)[C@H:18]([N:24]([CH3:26])[CH3:25])[C:17]([OH:27])=[C:16]([C:28]([NH2:30])=[O:29])[C:15]4=[O:31])[C:11](=[O:34])[C:10]=2[C:9]2[O:8][C:7](=[S:35])[NH:6][C:5]=2[CH:4]=1.C(N(C(C)C)CC)(C)C.[CH2:46]([O:53][C:54](=[O:57])[CH2:55]Br)[C:47]1[CH:52]=[CH:51][CH:50]=[CH:49][CH:48]=1. (10) Given the product [CH3:1][O:2][C:3]([C:4]1[N:19]=[C:16]([CH3:17])[S:18][C:5]=1[C:6]1[CH:11]=[CH:10][CH:9]=[C:8]([F:12])[CH:7]=1)=[O:15], predict the reactants needed to synthesize it. The reactants are: [CH3:1][O:2][C:3](=[O:15])[C:4](=O)[CH:5](Cl)[C:6]1[CH:11]=[CH:10][CH:9]=[C:8]([F:12])[CH:7]=1.[C:16]([NH2:19])(=[S:18])[CH3:17].